From a dataset of Catalyst prediction with 721,799 reactions and 888 catalyst types from USPTO. Predict which catalyst facilitates the given reaction. (1) Reactant: CN([C:4]([O:8]N1N=NC2C=CC=NC1=2)=[N+:5](C)C)C.F[P-](F)(F)(F)(F)F.[C:25]([OH:31])([C:27]([F:30])([F:29])[F:28])=[O:26].[NH:32]1[CH2:36][CH2:35][CH2:34][C@H:33]1[C:37]1[NH:38][C:39]([C:42]2[CH:47]=[CH:46][C:45]([C:48]3[CH:57]=[CH:56][C:55]4[C:50](=[CH:51][CH:52]=[C:53]([C:58]5[NH:62][C:61]([C@@H:63]6[CH2:67][CH2:66][CH2:65][NH:64]6)=[N:60][CH:59]=5)[CH:54]=4)[CH:49]=3)=[CH:44][CH:43]=2)=[CH:40][N:41]=1.C(N([CH:74]([CH3:76])[CH3:75])CC)(C)C.[CH3:77][O:78][C:79]([NH:81][C@@H:82]([CH:86]([CH3:88])[CH3:87])[C:83]([OH:85])=O)=[O:80].[CH3:89][OH:90]. Product: [C:25]([OH:31])([C:27]([F:30])([F:29])[F:28])=[O:26].[CH3:77][O:78][C:79]([NH:81][C@@H:82]([CH:86]([CH3:88])[CH3:87])[C:83]([N:64]1[CH2:65][CH2:66][CH2:67][C@H:63]1[C:61]1[NH:60][CH:59]=[C:58]([C:53]2[CH:54]=[C:55]3[C:50](=[CH:51][CH:52]=2)[CH:49]=[C:48]([C:45]2[CH:46]=[CH:47][C:42]([C:39]4[N:38]=[C:37]([C@@H:33]5[CH2:34][CH2:35][CH2:36][N:32]5[C:25]([C@@H:27]([NH:5][C:4](=[O:8])[O:90][CH3:89])[CH:74]([CH3:75])[CH3:76])=[O:31])[NH:41][CH:40]=4)=[CH:43][CH:44]=2)[CH:57]=[CH:56]3)[N:62]=1)=[O:85])=[O:80]. The catalyst class is: 18. (2) Reactant: N[C:2]1[CH:9]=[CH:8][C:5]([C:6]#[N:7])=[C:4]([C:10]([F:13])([F:12])[F:11])[C:3]=1[CH3:14].N([O-])=O.[Na+].[F:19][B-](F)(F)F.[H+]. Product: [F:19][C:2]1[CH:9]=[CH:8][C:5]([C:6]#[N:7])=[C:4]([C:10]([F:13])([F:12])[F:11])[C:3]=1[CH3:14]. The catalyst class is: 6. (3) Reactant: [CH2:1]([N:3]1[C:9]2[CH:10]=[CH:11][CH:12]=[CH:13][C:8]=2[O:7][CH2:6][C@H:5]([NH:14]C(=O)OC(C)(C)C)[C:4]1=[O:22])[CH3:2].[ClH:23]. Product: [ClH:23].[NH2:14][C@@H:5]1[C:4](=[O:22])[N:3]([CH2:1][CH3:2])[C:9]2[CH:10]=[CH:11][CH:12]=[CH:13][C:8]=2[O:7][CH2:6]1. The catalyst class is: 12.